This data is from Reaction yield outcomes from USPTO patents with 853,638 reactions. The task is: Predict the reaction yield, written as a fraction of the theoretical maximum amount of product (1.0 means a 100% yield; for example, 0.34 means a 34% yield). (1) The reactants are [ClH:1].O1CCOC[CH2:3]1.[NH:8]([C:10]1[CH:18]=[CH:17][C:13]([C:14]([OH:16])=[O:15])=[CH:12][CH:11]=1)[NH2:9]. The catalyst is CO. The product is [Cl-:1].[CH3:3][O:15][C:14]([C:13]1[CH:12]=[CH:11][C:10]([NH:8][NH3+:9])=[CH:18][CH:17]=1)=[O:16]. The yield is 0.820. (2) The reactants are B.C1COCC1.Br[CH2:8][C:9]([C:11]1[CH:12]=[CH:13][C:14]([Cl:22])=[C:15]([NH:17][S:18]([CH3:21])(=[O:20])=[O:19])[CH:16]=1)=[O:10].Cl.[N-:24]=[N+:25]=[N-:26].[Na+].[I-].[Na+]. The catalyst is C1COCC1. The product is [N:24]([CH2:8][C@@H:9]([C:11]1[CH:12]=[CH:13][C:14]([Cl:22])=[C:15]([NH:17][S:18]([CH3:21])(=[O:20])=[O:19])[CH:16]=1)[OH:10])=[N+:25]=[N-:26]. The yield is 0.640. (3) The reactants are [Cl:1][C:2]1[CH:28]=[CH:27][C:5]([CH2:6][N:7]2[C:12](=[O:13])[C:11]([O:14][CH3:15])=[N:10][N:9]([C:16]3[CH:17]=[C:18]([CH:23]=[CH:24][CH:25]=3)/[C:19](/[NH2:22])=[N:20]/[OH:21])[C:8]2=[O:26])=[CH:4][CH:3]=1.[C:29](OCC)(OCC)(OCC)[CH3:30]. The catalyst is S(=O)(=O)(O)O. The product is [Cl:1][C:2]1[CH:3]=[CH:4][C:5]([CH2:6][N:7]2[C:12](=[O:13])[C:11]([O:14][CH3:15])=[N:10][N:9]([C:16]3[CH:25]=[CH:24][CH:23]=[C:18]([C:19]4[N:22]=[C:29]([CH3:30])[O:21][N:20]=4)[CH:17]=3)[C:8]2=[O:26])=[CH:27][CH:28]=1. The yield is 0.250. (4) The reactants are [F:1][CH2:2][C@@:3]1([C:50]([OH:52])=[O:51])[CH2:8][CH2:7][C:6]([C:9]2[C:10]([CH3:49])([CH3:48])[C@H:11]3[C@:24]([CH3:27])([CH2:25][CH:26]=2)[C@@H:23]2[C@:14]([CH3:47])([C@@:15]4([CH3:46])[C@H:20]([CH2:21][CH2:22]2)[C@H:19]2[C@H:28]([C:31]([CH3:33])=[CH2:32])[CH2:29][CH2:30][C@:18]2([NH:34][CH2:35][C:36](N2CCC(O)(C)CC2)=[O:37])[CH2:17][CH2:16]4)[CH2:13][CH2:12]3)=[CH:5][CH2:4]1.Br.[C@H:54]12[CH2:60][C@H:57]([NH:58][CH2:59]1)[CH2:56][S:55]2(=[O:62])=[O:61].C(O)(C(F)(F)F)=O. No catalyst specified. The product is [O:61]=[S:55]1(=[O:62])[CH2:56][C@@H:57]2[CH2:60][C@H:54]1[CH2:59][N:58]2[C:36](=[O:37])[CH2:35][NH:34][C@:18]12[CH2:30][CH2:29][C@@H:28]([C:31]([CH3:33])=[CH2:32])[C@@H:19]1[C@@H:20]1[C@@:15]([CH3:46])([CH2:16][CH2:17]2)[C@@:14]2([CH3:47])[C@@H:23]([C@:24]3([CH3:27])[C@@H:11]([CH2:12][CH2:13]2)[C:10]([CH3:49])([CH3:48])[C:9]([C:6]2[CH2:7][CH2:8][C@@:3]([CH2:2][F:1])([C:50]([OH:52])=[O:51])[CH2:4][CH:5]=2)=[CH:26][CH2:25]3)[CH2:22][CH2:21]1. The yield is 0.570. (5) The reactants are [F:1][C:2]1[CH:3]=[C:4]2[C:12](=[CH:13][CH:14]=1)[NH:11][C:10]1[C:9]([O:15][CH2:16][CH2:17][N:18]([CH3:20])[CH3:19])=[C:8]3[NH:21][C:22]4[CH:23]=[CH:24][C:25]([F:28])=[CH:26][C:27]=4[C:7]3=[CH:6][C:5]2=1.[CH3:29][I:30]. The catalyst is ClCCl. The product is [I-:30].[F:28][C:25]1[CH:26]=[C:27]2[C:22](=[CH:23][CH:24]=1)[NH:21][C:8]1[C:9]([O:15][CH2:16][CH2:17][N+:18]([CH3:29])([CH3:19])[CH3:20])=[C:10]3[NH:11][C:12]4[CH:13]=[CH:14][C:2]([F:1])=[CH:3][C:4]=4[C:5]3=[CH:6][C:7]2=1. The yield is 0.620. (6) The reactants are [N+](C1C=C([N+]([O-])=O)C=CC=1NN)([O-])=O.S(=O)(=O)(O)O.[CH3:20][C:21]1([CH2:35][CH2:36][CH2:37][CH:38]([CH3:50])[CH2:39][CH2:40][CH2:41][CH:42]([CH3:49])[CH2:43][CH2:44][CH2:45][CH:46]([CH3:48])[CH3:47])[CH2:30][CH2:29][C:28]2[C:23]([C:24]([CH3:34])=[C:25]([CH3:33])[C:26](=O)[C:27]=2[CH3:31])=[N:22]1. The catalyst is C(O)C.O. The product is [CH3:20][C:21]1([CH2:35][CH2:36][CH2:37][CH:38]([CH3:50])[CH2:39][CH2:40][CH2:41][CH:42]([CH3:49])[CH2:43][CH2:44][CH2:45][CH:46]([CH3:48])[CH3:47])[CH2:30][CH2:29][C:28]2[C:23](=[C:24]([CH3:34])[C:25]([CH3:33])=[CH:26][C:27]=2[CH3:31])[NH:22]1. The yield is 0.950.